From a dataset of Catalyst prediction with 721,799 reactions and 888 catalyst types from USPTO. Predict which catalyst facilitates the given reaction. (1) Reactant: [Si:1]([O:18][CH2:19][C:20]1[C:21]([N:35]2[CH2:40][C@H:39]([CH3:41])[O:38][C@H:37]([CH3:42])[CH2:36]2)=[C:22]([F:34])[C:23]([F:33])=[C:24]([C:26](=O)[C:27]([O:29][CH2:30][CH3:31])=[O:28])[CH:25]=1)([C:14]([CH3:17])([CH3:16])[CH3:15])([C:8]1[CH:13]=[CH:12][CH:11]=[CH:10][CH:9]=1)[C:2]1[CH:7]=[CH:6][CH:5]=[CH:4][CH:3]=1.Cl.[NH2:44][OH:45]. Product: [Si:1]([O:18][CH2:19][C:20]1[C:21]([N:35]2[CH2:36][C@H:37]([CH3:42])[O:38][C@H:39]([CH3:41])[CH2:40]2)=[C:22]([F:34])[C:23]([F:33])=[C:24]([C:26](=[N:44][OH:45])[C:27]([O:29][CH2:30][CH3:31])=[O:28])[CH:25]=1)([C:14]([CH3:15])([CH3:16])[CH3:17])([C:8]1[CH:13]=[CH:12][CH:11]=[CH:10][CH:9]=1)[C:2]1[CH:7]=[CH:6][CH:5]=[CH:4][CH:3]=1. The catalyst class is: 17. (2) Reactant: [N:1]([CH2:4][C@@H:5]1[O:9][C:8](=[O:10])[N:7]([C:11]2[CH:16]=[CH:15][C:14]([I:17])=[C:13]([F:18])[CH:12]=2)[CH2:6]1)=[N+:2]=[N-:3].[CH3:19][Si:20]([C:23]#[CH:24])([CH3:22])[CH3:21]. Product: [F:18][C:13]1[CH:12]=[C:11]([N:7]2[CH2:6][C@H:5]([CH2:4][N:1]3[CH:24]=[C:23]([Si:20]([CH3:22])([CH3:21])[CH3:19])[N:3]=[N:2]3)[O:9][C:8]2=[O:10])[CH:16]=[CH:15][C:14]=1[I:17]. The catalyst class is: 1.